Dataset: Catalyst prediction with 721,799 reactions and 888 catalyst types from USPTO. Task: Predict which catalyst facilitates the given reaction. Reactant: [CH2:1]([O:8][C@H:9]([C:25]([F:28])([F:27])[F:26])[C@@H:10]([NH:14][C:15]1[CH:20]=[CH:19][C:18]([C:21]#[N:22])=[C:17]([Cl:23])[C:16]=1[CH3:24])[C:11](O)=[O:12])[C:2]1[CH:7]=[CH:6][CH:5]=[CH:4][CH:3]=1.[C:29]([C:31]1[CH:40]=[CH:39][C:34]([C:35]([NH:37][NH2:38])=[O:36])=[CH:33][CH:32]=1)#[N:30].C1C=CC2N(O)N=NC=2C=1.C(Cl)CCl.CCN(CC)CC. Product: [CH2:1]([O:8][C@H:9]([C:25]([F:26])([F:28])[F:27])[C@@H:10]([NH:14][C:15]1[CH:20]=[CH:19][C:18]([C:21]#[N:22])=[C:17]([Cl:23])[C:16]=1[CH3:24])[C:11]([NH:38][NH:37][C:35](=[O:36])[C:34]1[CH:33]=[CH:32][C:31]([C:29]#[N:30])=[CH:40][CH:39]=1)=[O:12])[C:2]1[CH:7]=[CH:6][CH:5]=[CH:4][CH:3]=1. The catalyst class is: 1.